Task: Predict the reaction yield, written as a fraction of the theoretical maximum amount of product (1.0 means a 100% yield; for example, 0.34 means a 34% yield).. Dataset: Reaction yield outcomes from USPTO patents with 853,638 reactions (1) The reactants are [F:1][C:2]1[CH:7]=[CH:6][CH:5]=[C:4]([F:8])[C:3]=1[N:9]1[C:14]2[N:15]=[C:16](S(C)(=O)=O)[N:17]=[C:18]([C:19]3[CH:24]=[CH:23][C:22]([F:25])=[CH:21][C:20]=3[CH3:26])[C:13]=2[CH:12]=[CH:11][C:10]1=[O:31].[CH3:32][C:33]1[NH:34][C:35](NC)=[N:36][N:37]=1.[CH3:40][N:41]1C(=O)CCC1. No catalyst specified. The product is [F:1][C:2]1[CH:7]=[CH:6][CH:5]=[C:4]([F:8])[C:3]=1[N:9]1[C:14]2[N:15]=[C:16]([NH:41][CH2:40][C:35]3[NH:34][C:33]([CH3:32])=[N:37][N:36]=3)[N:17]=[C:18]([C:19]3[CH:24]=[CH:23][C:22]([F:25])=[CH:21][C:20]=3[CH3:26])[C:13]=2[CH:12]=[CH:11][C:10]1=[O:31]. The yield is 0.140. (2) The reactants are CC1C=CC(CN(C([O:11][C:12]([CH3:15])([CH3:14])C)=O)N)=CC=1.C(O[C:23]([CH3:26])([CH3:25])[CH3:24])(=O)NN.CC1C=[CH:34][C:31]([CH:32]=[O:33])=CC=1.[OH2:36]. The catalyst is C(O)(C)C.[Pd]. The yield is 0.882. The product is [OH:11][C:12]1[CH:14]=[CH:25][C:23]([CH2:24][CH2:34][CH2:31][C:32]([OH:36])=[O:33])=[CH:26][CH:15]=1. (3) The reactants are [CH2:1]([O:8][C:9](=[O:14])[C@H:10]([CH2:12][OH:13])[NH2:11])[C:2]1[CH:7]=[CH:6][CH:5]=[CH:4][CH:3]=1.[C:15]([O:27][C@H:28]([CH2:33][CH2:34][CH2:35][CH2:36][CH2:37][CH2:38][CH2:39][CH2:40][CH2:41][CH2:42][CH3:43])[CH2:29][C:30](O)=[O:31])(=[O:26])[CH2:16][CH2:17][CH2:18][CH2:19][CH2:20][CH2:21][CH2:22][CH2:23][CH2:24][CH3:25].C(Cl)CCl.CI. The catalyst is C(Cl)Cl. The product is [CH2:1]([O:8][C:9](=[O:14])[C@H:10]([CH2:12][OH:13])[NH:11][C:30](=[O:31])[CH2:29][C@H:28]([O:27][C:15](=[O:26])[CH2:16][CH2:17][CH2:18][CH2:19][CH2:20][CH2:21][CH2:22][CH2:23][CH2:24][CH3:25])[CH2:33][CH2:34][CH2:35][CH2:36][CH2:37][CH2:38][CH2:39][CH2:40][CH2:41][CH2:42][CH3:43])[C:2]1[CH:7]=[CH:6][CH:5]=[CH:4][CH:3]=1. The yield is 0.920. (4) The reactants are C(Cl)(=O)C(Cl)=O.CS(C)=O.[OH:11][CH:12]1[CH2:19][CH2:18][CH:17]2[CH2:20][CH:13]1[CH2:14][N:15]([C:21]([O:23][CH2:24][CH3:25])=[O:22])[CH2:16]2.C(N(CC)CC)C. The catalyst is ClCCl. The product is [O:11]=[C:12]1[CH2:19][CH2:18][CH:17]2[CH2:20][CH:13]1[CH2:14][N:15]([C:21]([O:23][CH2:24][CH3:25])=[O:22])[CH2:16]2. The yield is 0.450. (5) The reactants are [F:1][C:2]1[CH:8]=[CH:7][C:5]([NH2:6])=[C:4]([CH3:9])[CH:3]=1.[C:10]([CH2:12][C:13](OCC)=[O:14])#[N:11]. The catalyst is CCCCCC.C(OCC)(=O)C. The product is [C:10]([CH2:12][C:13]([NH:6][C:5]1[CH:7]=[CH:8][C:2]([F:1])=[CH:3][C:4]=1[CH3:9])=[O:14])#[N:11]. The yield is 0.670. (6) The reactants are [H-].[Na+].[OH:3][CH2:4][C@@H:5]1[CH2:10][C:9]([C:11]2[N:12]=[C:13]([SH:16])[S:14][CH:15]=2)=[CH:8][CH2:7][N:6]1[C:17]([O:19][CH2:20][CH:21]=[CH2:22])=[O:18].O(P(OC1C=CC=CC=1)O[C:32]1[C@H:38]([CH3:39])[C@H:37]2[N:34]([C:35](=[O:47])[C@@H:36]2[C@H:40]([O:42][Si](C)(C)C)[CH3:41])[C:33]=1[C:48]([O:50][CH2:51][CH:52]=[CH2:53])=[O:49])C1C=CC=CC=1.C(#N)C.Cl. The catalyst is C1COCC1.CN(C=O)C. The product is [CH2:20]([O:19][C:17]([N:6]1[CH2:7][CH:8]=[C:9]([C:11]2[N:12]=[C:13]([S:16][C:32]3[C@H:38]([CH3:39])[C@H:37]4[N:34]([C:35](=[O:47])[C@@H:36]4[C@H:40]([OH:42])[CH3:41])[C:33]=3[C:48]([O:50][CH2:51][CH:52]=[CH2:53])=[O:49])[S:14][CH:15]=2)[CH2:10][C@H:5]1[CH2:4][OH:3])=[O:18])[CH:21]=[CH2:22]. The yield is 0.460.